From a dataset of Reaction yield outcomes from USPTO patents with 853,638 reactions. Predict the reaction yield, written as a fraction of the theoretical maximum amount of product (1.0 means a 100% yield; for example, 0.34 means a 34% yield). (1) The reactants are [CH2:1]([S:3]([C:6]1[CH:7]=[C:8]([C:12]2[CH:20]=[CH:19][C:18]([OH:21])=[C:17]3[C:13]=2[C:14]2[CH:25]=[C:24]([CH3:26])[CH:23]=[N:22][C:15]=2[NH:16]3)[CH:9]=[CH:10][CH:11]=1)(=[O:5])=[O:4])[CH3:2].[CH3:27][N:28]([CH3:43])[CH2:29][CH2:30][CH2:31]OS(C1C=CC(C)=CC=1)(=O)=O.C(=O)([O-])[O-].[K+].[K+]. The catalyst is CN(C=O)C. The product is [CH2:1]([S:3]([C:6]1[CH:7]=[C:8]([C:12]2[CH:20]=[CH:19][C:18]([O:21][CH2:31][CH2:30][CH2:29][N:28]([CH3:43])[CH3:27])=[C:17]3[C:13]=2[C:14]2[CH:25]=[C:24]([CH3:26])[CH:23]=[N:22][C:15]=2[NH:16]3)[CH:9]=[CH:10][CH:11]=1)(=[O:5])=[O:4])[CH3:2]. The yield is 0.400. (2) The reactants are [Cl:1][C:2]1[CH:10]=[C:6]([C:7]([OH:9])=O)[C:5]([OH:11])=[CH:4][CH:3]=1.[NH2:12][C:13]1[S:14][CH:15]=[C:16]([C:18]2[CH:23]=[CH:22][C:21]([Cl:24])=[C:20]([Cl:25])[CH:19]=2)[N:17]=1. No catalyst specified. The product is [Cl:1][C:2]1[CH:3]=[CH:4][C:5]([OH:11])=[C:6]([CH:10]=1)[C:7]([NH:12][C:13]1[S:14][CH:15]=[C:16]([C:18]2[CH:23]=[CH:22][C:21]([Cl:24])=[C:20]([Cl:25])[CH:19]=2)[N:17]=1)=[O:9]. The yield is 0.151. (3) No catalyst specified. The yield is 0.813. The product is [CH2:34]([N:41]1[C:46](=[O:47])[C:45]([CH2:48][N:11]2[CH2:12][CH2:13][N:8]([CH3:6])[CH2:9][CH2:10]2)=[CH:44][C:43]([C:54]2[CH:59]=[CH:58][C:57]([F:60])=[C:56]([CH3:61])[CH:55]=2)=[N:42]1)[C:35]1[CH:40]=[CH:39][CH:38]=[CH:37][CH:36]=1. The reactants are C(O[C:6]([N:8]1[CH2:13][CH2:12][N:11](C2C(=O)N(CC(C)C)N=C(C3C=CC(C)=C(F)C=3)C=2C)[CH2:10][CH2:9]1)=O)(C)(C)C.[CH2:34]([N:41]1[C:46](=[O:47])[C:45]([CH2:48]OS(C)(=O)=O)=[CH:44][C:43]([C:54]2[CH:59]=[CH:58][C:57]([F:60])=[C:56]([CH3:61])[CH:55]=2)=[N:42]1)[C:35]1[CH:40]=[CH:39][CH:38]=[CH:37][CH:36]=1.CN1CCNCC1.